Dataset: Reaction yield outcomes from USPTO patents with 853,638 reactions. Task: Predict the reaction yield, written as a fraction of the theoretical maximum amount of product (1.0 means a 100% yield; for example, 0.34 means a 34% yield). (1) The product is [Cl:2][C:3]1[CH:8]=[CH:7][N:6]([C:17]([O:19][C:20]2[CH:25]=[CH:24][CH:23]=[CH:22][CH:21]=2)=[O:18])[CH:5]([CH:9]2[CH2:13][CH2:12][CH2:11][CH2:10]2)[CH:4]=1. The reactants are Cl.[Cl:2][C:3]1[CH:8]=[CH:7][N:6]=[CH:5][CH:4]=1.[CH2:9]([Mg]Br)[CH2:10][CH2:11][CH2:12][CH3:13].Cl[C:17]([O:19][C:20]1[CH:25]=[CH:24][CH:23]=[CH:22][CH:21]=1)=[O:18]. The yield is 0.864. The catalyst is C1COCC1. (2) The reactants are O=C1C2C(=CC=CC=2)C(=O)[N:3]1[CH2:12][CH2:13][N:14]1[C:22]2[N:21]=[C:20]([C:23]3[CH:24]=[N:25][N:26]([CH2:28][CH:29]4[CH2:33][C:32](=[O:34])[N:31]([C:35]5[CH:40]=[CH:39][CH:38]=[C:37]([C:41]([F:44])([F:43])[F:42])[CH:36]=5)[CH2:30]4)[CH:27]=3)[NH:19][C:18]=2[C:17](=[O:45])[N:16]([CH2:46][CH2:47][CH3:48])[C:15]1=[O:49]. The catalyst is CCO. The product is [NH2:3][CH2:12][CH2:13][N:14]1[C:22]2[N:21]=[C:20]([C:23]3[CH:24]=[N:25][N:26]([CH2:28][CH:29]4[CH2:33][C:32](=[O:34])[N:31]([C:35]5[CH:40]=[CH:39][CH:38]=[C:37]([C:41]([F:44])([F:43])[F:42])[CH:36]=5)[CH2:30]4)[CH:27]=3)[NH:19][C:18]=2[C:17](=[O:45])[N:16]([CH2:46][CH2:47][CH3:48])[C:15]1=[O:49]. The yield is 0.440. (3) The reactants are Br[CH2:2][CH2:3][O:4][C:5]1[C:10]([O:11][CH2:12][CH2:13][CH2:14][C:15]2[CH:20]=[CH:19][C:18]([F:21])=[CH:17][CH:16]=2)=[C:9]([O:22][CH3:23])[C:8]([Cl:24])=[C:7]([CH3:25])[C:6]=1[C:26](=[O:28])[CH3:27].[NH:29]1[CH2:34][CH2:33][O:32][CH2:31][CH2:30]1. No catalyst specified. The product is [Cl:24][C:8]1[C:7]([CH3:25])=[C:6]([C:26](=[O:28])[CH3:27])[C:5]([O:4][CH2:3][CH2:2][N:29]2[CH2:34][CH2:33][O:32][CH2:31][CH2:30]2)=[C:10]([O:11][CH2:12][CH2:13][CH2:14][C:15]2[CH:20]=[CH:19][C:18]([F:21])=[CH:17][CH:16]=2)[C:9]=1[O:22][CH3:23]. The yield is 0.260.